This data is from Full USPTO retrosynthesis dataset with 1.9M reactions from patents (1976-2016). The task is: Predict the reactants needed to synthesize the given product. (1) Given the product [CH:1]1([CH:7]([NH:24][C:25]2[CH:30]=[CH:29][C:28]([C:31]([N:33]([CH3:41])[CH2:34][CH2:35][C:36]([OH:38])=[O:37])=[O:32])=[CH:27][CH:26]=2)[C:8]2[O:9][C:10]3[CH:17]=[CH:16][C:15]([O:18][CH2:19][CH2:20][CH2:21][S:22][CH3:23])=[CH:14][C:11]=3[C:12]=2[CH3:13])[CH2:6][CH2:5][CH2:4][CH2:3][CH2:2]1, predict the reactants needed to synthesize it. The reactants are: [CH:1]1([CH:7]([NH:24][C:25]2[CH:30]=[CH:29][C:28]([C:31]([N:33]([CH3:41])[CH2:34][CH2:35][C:36]([O:38]CC)=[O:37])=[O:32])=[CH:27][CH:26]=2)[C:8]2[O:9][C:10]3[CH:17]=[CH:16][C:15]([O:18][CH2:19][CH2:20][CH2:21][S:22][CH3:23])=[CH:14][C:11]=3[C:12]=2[CH3:13])[CH2:6][CH2:5][CH2:4][CH2:3][CH2:2]1.[OH-].[Na+]. (2) Given the product [CH2:19]([CH:5]([CH2:6][C:7]1[C:8](=[O:18])[O:9][C:10]2[C:15]([C:16]=1[OH:17])=[CH:14][CH:13]=[CH:12][CH:11]=2)[C:4]([OH:26])=[O:3])[C:20]1[CH:21]=[CH:22][CH:23]=[CH:24][CH:25]=1, predict the reactants needed to synthesize it. The reactants are: C([O:3][C:4](=[O:26])[CH:5]([CH2:19][C:20]1[CH:25]=[CH:24][CH:23]=[CH:22][CH:21]=1)[CH2:6][C:7]1[C:8](=[O:18])[O:9][C:10]2[C:15]([C:16]=1[OH:17])=[CH:14][CH:13]=[CH:12][CH:11]=2)C.[OH-].[Na+].